This data is from NCI-60 drug combinations with 297,098 pairs across 59 cell lines. The task is: Regression. Given two drug SMILES strings and cell line genomic features, predict the synergy score measuring deviation from expected non-interaction effect. (1) Drug 1: CC1OCC2C(O1)C(C(C(O2)OC3C4COC(=O)C4C(C5=CC6=C(C=C35)OCO6)C7=CC(=C(C(=C7)OC)O)OC)O)O. Drug 2: CC1=C2C(C(=O)C3(C(CC4C(C3C(C(C2(C)C)(CC1OC(=O)C(C(C5=CC=CC=C5)NC(=O)OC(C)(C)C)O)O)OC(=O)C6=CC=CC=C6)(CO4)OC(=O)C)O)C)O. Cell line: HOP-92. Synergy scores: CSS=47.1, Synergy_ZIP=-15.9, Synergy_Bliss=-4.35, Synergy_Loewe=-0.371, Synergy_HSA=1.72. (2) Drug 1: C1=NC2=C(N1)C(=S)N=C(N2)N. Drug 2: C1=NNC2=C1C(=O)NC=N2. Cell line: MCF7. Synergy scores: CSS=30.3, Synergy_ZIP=-6.34, Synergy_Bliss=-4.08, Synergy_Loewe=-14.3, Synergy_HSA=-2.27. (3) Synergy scores: CSS=11.2, Synergy_ZIP=-0.576, Synergy_Bliss=6.08, Synergy_Loewe=-1.10, Synergy_HSA=2.95. Cell line: RXF 393. Drug 1: CN(C)C1=NC(=NC(=N1)N(C)C)N(C)C. Drug 2: C1=CC=C(C=C1)NC(=O)CCCCCCC(=O)NO. (4) Drug 1: C1=NC(=NC(=O)N1C2C(C(C(O2)CO)O)O)N. Drug 2: N.N.Cl[Pt+2]Cl. Cell line: DU-145. Synergy scores: CSS=67.3, Synergy_ZIP=-2.97, Synergy_Bliss=-2.06, Synergy_Loewe=-0.0466, Synergy_HSA=2.79. (5) Drug 1: C1CN1C2=NC(=NC(=N2)N3CC3)N4CC4. Drug 2: C1=NC2=C(N1)C(=S)N=CN2. Cell line: HT29. Synergy scores: CSS=55.8, Synergy_ZIP=-3.90, Synergy_Bliss=-1.62, Synergy_Loewe=0.777, Synergy_HSA=3.75.